Regression. Given a peptide amino acid sequence and an MHC pseudo amino acid sequence, predict their binding affinity value. This is MHC class I binding data. From a dataset of Peptide-MHC class I binding affinity with 185,985 pairs from IEDB/IMGT. (1) The peptide sequence is LRTELTYLQ. The MHC is HLA-B27:05 with pseudo-sequence HLA-B27:05. The binding affinity (normalized) is 0.268. (2) The peptide sequence is EVIEQWHSL. The MHC is HLA-A30:01 with pseudo-sequence HLA-A30:01. The binding affinity (normalized) is 0.0847. (3) The peptide sequence is SILEYAKSI. The MHC is HLA-A02:12 with pseudo-sequence HLA-A02:12. The binding affinity (normalized) is 0.522. (4) The peptide sequence is KFFPSSSYR. The MHC is HLA-B15:09 with pseudo-sequence HLA-B15:09. The binding affinity (normalized) is 0.0847. (5) The peptide sequence is VPAMFTAAL. The MHC is HLA-B08:02 with pseudo-sequence HLA-B08:02. The binding affinity (normalized) is 0.0847. (6) The peptide sequence is HPAQTSQW. The MHC is Mamu-B52 with pseudo-sequence Mamu-B52. The binding affinity (normalized) is 0.237. (7) The peptide sequence is LVKESMASLK. The MHC is HLA-A31:01 with pseudo-sequence HLA-A31:01. The binding affinity (normalized) is 0.615. (8) The MHC is Mamu-A01 with pseudo-sequence Mamu-A01. The peptide sequence is PVPPQYKEKFM. The binding affinity (normalized) is 0.446. (9) The peptide sequence is EEVLDVCPLG. The MHC is HLA-B40:02 with pseudo-sequence HLA-B40:02. The binding affinity (normalized) is 0.151. (10) The peptide sequence is ISNNHIISK. The MHC is HLA-B51:01 with pseudo-sequence HLA-B51:01. The binding affinity (normalized) is 0.0847.